From a dataset of Catalyst prediction with 721,799 reactions and 888 catalyst types from USPTO. Predict which catalyst facilitates the given reaction. (1) Reactant: [O:1]=[C:2]([CH3:11])[CH2:3][CH2:4][CH2:5][CH2:6][CH2:7][C:8]([OH:10])=O.C(N(CC)CC)C.C(Cl)CCl.[NH2:23][C@@H:24]([CH2:33][N:34]1[CH2:39][CH2:38][O:37][CH2:36][CH2:35]1)[C@H:25]([C:27]1[CH:32]=[CH:31][CH:30]=[CH:29][CH:28]=1)[OH:26]. Product: [O:1]=[C:2]([CH3:11])[CH2:3][CH2:4][CH2:5][CH2:6][CH2:7][C:8]([NH:23][C@@H:24]([CH2:33][N:34]1[CH2:35][CH2:36][O:37][CH2:38][CH2:39]1)[C@H:25]([C:27]1[CH:28]=[CH:29][CH:30]=[CH:31][CH:32]=1)[OH:26])=[O:10]. The catalyst class is: 61. (2) Reactant: [Cl:1][C:2]1[CH:3]=[C:4]([N:8]([CH2:18][C@H:19]2[CH2:23][O:22][C:21]([NH2:24])=[N:20]2)CC2C=CC(OC)=CC=2)[CH:5]=[CH:6][CH:7]=1.C1(OC)C=CC=CC=1.FC(F)(F)C(O)=O. Product: [Cl:1][C:2]1[CH:3]=[C:4]([NH:8][CH2:18][C@H:19]2[CH2:23][O:22][C:21]([NH2:24])=[N:20]2)[CH:5]=[CH:6][CH:7]=1. The catalyst class is: 4. (3) Reactant: Cl[C:2]1[CH:7]=[C:6]([Cl:8])[CH:5]=[C:4]([C:9]2[CH:14]=[CH:13][C:12]([O:15][CH:16]([CH3:18])[CH3:17])=[CH:11][CH:10]=2)[N:3]=1.CN1CC(=O)OB([C:29]2[CH:30]=[N:31][CH:32]=[CH:33][CH:34]=2)OC(=O)C1.[O-]P([O-])([O-])=O.[K+].[K+].[K+]. Product: [Cl:8][C:6]1[CH:5]=[C:4]([C:9]2[CH:14]=[CH:13][C:12]([O:15][CH:16]([CH3:18])[CH3:17])=[CH:11][CH:10]=2)[N:3]=[C:2]([C:34]2[CH:33]=[CH:32][N:31]=[CH:30][CH:29]=2)[CH:7]=1. The catalyst class is: 140. (4) Reactant: [CH2:1]([O:8][C:9]([NH:11][C@@H:12]1[C:18](=[O:19])[N:17]2[C@H:20]([C:24]([O:26]C(C)(C)C)=[O:25])[CH2:21][CH2:22][CH2:23][N:16]2[C:15](=[O:31])[CH2:14][CH2:13]1)=[O:10])[C:2]1[CH:7]=[CH:6][CH:5]=[CH:4][CH:3]=1.C(O)(C(F)(F)F)=O. Product: [CH2:1]([O:8][C:9]([NH:11][C@@H:12]1[C:18](=[O:19])[N:17]2[C@H:20]([C:24]([OH:26])=[O:25])[CH2:21][CH2:22][CH2:23][N:16]2[C:15](=[O:31])[CH2:14][CH2:13]1)=[O:10])[C:2]1[CH:7]=[CH:6][CH:5]=[CH:4][CH:3]=1. The catalyst class is: 2. (5) Reactant: [H-].[Na+].[CH3:3][O:4][CH2:5][CH2:6][OH:7].Cl[C:9]1[N:14]=[CH:13][C:12]([C:15]2[CH:20]=[CH:19][N:18]=[C:17]([NH:21][C:22]3[CH:23]=[C:24]([NH:29][C:30](=[O:41])[C:31]4[CH:36]=[CH:35][CH:34]=[C:33]([C:37]([F:40])([F:39])[F:38])[CH:32]=4)[CH:25]=[CH:26][C:27]=3[CH3:28])[N:16]=2)=[CH:11][CH:10]=1. The catalyst class is: 6. Product: [CH3:3][O:4][CH2:5][CH2:6][O:7][C:9]1[N:14]=[CH:13][C:12]([C:15]2[CH:20]=[CH:19][N:18]=[C:17]([NH:21][C:22]3[CH:23]=[C:24]([NH:29][C:30](=[O:41])[C:31]4[CH:36]=[CH:35][CH:34]=[C:33]([C:37]([F:40])([F:39])[F:38])[CH:32]=4)[CH:25]=[CH:26][C:27]=3[CH3:28])[N:16]=2)=[CH:11][CH:10]=1. (6) Reactant: [N:1]1[CH:6]=[C:5]([CH2:7][CH2:8]O)[CH:4]=[N:3][CH:2]=1.S(Cl)([Cl:12])=O.C([O-])(O)=O.[Na+]. Product: [Cl:12][CH2:8][CH2:7][C:5]1[CH:6]=[N:1][CH:2]=[N:3][CH:4]=1. The catalyst class is: 2.